This data is from Catalyst prediction with 721,799 reactions and 888 catalyst types from USPTO. The task is: Predict which catalyst facilitates the given reaction. (1) Reactant: C([O:3][C:4]([C:6]1[S:10][C:9]([C:11]2[CH:16]=[CH:15][CH:14]=[CH:13][CH:12]=2)=[N:8][C:7]=1[CH3:17])=O)C.[H-].[Al+3].[Li+].[H-].[H-].[H-]. Product: [CH3:17][C:7]1[N:8]=[C:9]([C:11]2[CH:16]=[CH:15][CH:14]=[CH:13][CH:12]=2)[S:10][C:6]=1[CH2:4][OH:3]. The catalyst class is: 1. (2) Reactant: N1(CCOC2C=CC(NC3SC(C4C=CC(O)=CC=4)=CN=3)=CC=2)CCCC1.C[O:29][C:30]1[CH:35]=[CH:34][C:33]([NH:36][C:37]2[S:38][C:39]([C:42]3[CH:46]=[CH:45][S:44][CH:43]=3)=[CH:40][N:41]=2)=[C:32]([CH3:47])[CH:31]=1.B(Br)(Br)Br. Product: [CH3:47][C:32]1[CH:31]=[C:30]([OH:29])[CH:35]=[CH:34][C:33]=1[NH:36][C:37]1[S:38][C:39]([C:42]2[CH:46]=[CH:45][S:44][CH:43]=2)=[CH:40][N:41]=1. The catalyst class is: 61. (3) Product: [CH2:1]([O:3][C:14]([C:13]1[C:6]2[S:5][CH:9]=[CH:8][C:7]=2[CH:10]=[CH:11][CH:12]=1)=[O:15])[CH3:2]. The catalyst class is: 8. Reactant: [C:1](Cl)(=[O:3])[CH3:2].[S:5]1[CH:9]=[CH:8][C:7]2[CH:10]=[CH:11][CH:12]=[C:13]([C:14](O)=[O:15])[C:6]1=2. (4) Reactant: [Br:1][C:2]1[N:7]=[C:6]([O:8][CH3:9])[C:5]([N:10]([CH2:13][C:14](=O)[CH3:15])[CH:11]=O)=[CH:4][CH:3]=1.C([O-])(=O)C.[NH4+:21].C(OCC)(=O)C.[OH-].[Na+]. Product: [Br:1][C:2]1[N:7]=[C:6]([O:8][CH3:9])[C:5]([N:10]2[CH:13]=[C:14]([CH3:15])[N:21]=[CH:11]2)=[CH:4][CH:3]=1. The catalyst class is: 15. (5) Reactant: [C:1](OC(=O)C)(=[O:3])[CH3:2].[Cl:8][C:9]1[CH:14]=[CH:13][C:12]([C:15]2[CH:16]=[C:17]([NH2:39])[C:18]([C:21]#[C:22][C:23]3[CH:28]=[CH:27][C:26]([O:29][CH2:30][CH2:31][N:32]4[CH2:37][CH2:36][CH:35]([CH3:38])[CH2:34][CH2:33]4)=[CH:25][CH:24]=3)=[N:19][CH:20]=2)=[CH:11][CH:10]=1.C(N(CC)CC)C. Product: [Cl:8][C:9]1[CH:14]=[CH:13][C:12]([C:15]2[CH:16]=[C:17]([NH:39][C:1](=[O:3])[CH3:2])[C:18]([C:21]#[C:22][C:23]3[CH:28]=[CH:27][C:26]([O:29][CH2:30][CH2:31][N:32]4[CH2:37][CH2:36][CH:35]([CH3:38])[CH2:34][CH2:33]4)=[CH:25][CH:24]=3)=[N:19][CH:20]=2)=[CH:11][CH:10]=1. The catalyst class is: 2. (6) Reactant: [NH2:1][C:2]1[CH:3]=[C:4]([CH:8]=[CH:9][CH:10]=1)[C:5]([OH:7])=[O:6].[CH:11]([C:14]1[CH:19]=[CH:18][C:17]([N:20]=[C:21]=[O:22])=[CH:16][CH:15]=1)([CH3:13])[CH3:12].O. Product: [CH:11]([C:14]1[CH:19]=[CH:18][C:17]([NH:20][C:21](=[O:22])[NH:1][C:2]2[CH:3]=[C:4]([CH:8]=[CH:9][CH:10]=2)[C:5]([OH:7])=[O:6])=[CH:16][CH:15]=1)([CH3:13])[CH3:12]. The catalyst class is: 9. (7) Reactant: [F:1][C:2]1[CH:3]=[CH:4][C:5]2[N:9]=[C:8]([C@@H:10]([NH2:14])[CH2:11][O:12][CH3:13])[N:7]([C:15]3[CH:20]=[CH:19][CH:18]=[CH:17][CH:16]=3)[C:6]=2[CH:21]=1.Cl[C:23]1[N:31]=[CH:30][N:29]=[C:28]2[C:24]=1[N:25]=[CH:26][N:27]2C1CCCCO1.CCN(C(C)C)C(C)C. Product: [F:1][C:2]1[CH:3]=[CH:4][C:5]2[N:9]=[C:8]([CH:10]([NH:14][C:23]3[N:31]=[CH:30][N:29]=[C:28]4[C:24]=3[NH:25][CH:26]=[N:27]4)[CH2:11][O:12][CH3:13])[N:7]([C:15]3[CH:16]=[CH:17][CH:18]=[CH:19][CH:20]=3)[C:6]=2[CH:21]=1. The catalyst class is: 51. (8) Reactant: Br[C:2]1[N:3]=[C:4]([C:9]2[NH:13][C:12]3[CH:14]=[C:15]([CH3:18])[CH:16]=[CH:17][C:11]=3[N:10]=2)[C:5]([NH2:8])=[N:6][CH:7]=1.[CH3:19][N:20]1[CH:25]=[C:24](B2OC(C)(C)C(C)(C)O2)[CH:23]=[CH:22][C:21]1=[O:35].C(=O)([O-])[O-].[K+].[K+]. Product: [NH2:8][C:5]1[N:6]=[CH:7][C:2]([C:24]2[CH:23]=[CH:22][C:21](=[O:35])[N:20]([CH3:19])[CH:25]=2)=[N:3][C:4]=1[C:9]1[NH:13][C:12]2[CH:14]=[C:15]([CH3:18])[CH:16]=[CH:17][C:11]=2[N:10]=1. The catalyst class is: 31.